From a dataset of Blood-brain barrier permeability classification from the B3DB database. Regression/Classification. Given a drug SMILES string, predict its absorption, distribution, metabolism, or excretion properties. Task type varies by dataset: regression for continuous measurements (e.g., permeability, clearance, half-life) or binary classification for categorical outcomes (e.g., BBB penetration, CYP inhibition). Dataset: b3db_classification. (1) The compound is C[C@H](N[C@@H](CCc1ccccc1)C(=O)O)C(=O)N1CCC[C@H]1C(=O)O. The result is 0 (does not penetrate BBB). (2) The drug is CC(=O)NC1C(O)OC(COS(=O)(=O)O)C(OC2OC(COS(=O)(=O)O)C(O)C(O)C2O)C1O. The result is 0 (does not penetrate BBB).